From a dataset of Full USPTO retrosynthesis dataset with 1.9M reactions from patents (1976-2016). Predict the reactants needed to synthesize the given product. (1) Given the product [Br:1][C:2]1[CH:9]=[C:6]([CH2:7][OH:8])[C:5]([F:10])=[N:4][CH:3]=1, predict the reactants needed to synthesize it. The reactants are: [Br:1][C:2]1[CH:3]=[N:4][C:5]([F:10])=[C:6]([CH:9]=1)[CH:7]=[O:8].[BH4-].[Na+]. (2) Given the product [CH3:42][C:35]1[CH2:36][C:37]2[C:33]([CH:34]=1)=[C:32]([C:4]1[CH:5]=[C:6]([CH3:8])[CH:7]=[C:2]([CH3:1])[CH:3]=1)[C:40]([CH3:41])=[CH:39][CH:38]=2, predict the reactants needed to synthesize it. The reactants are: [CH3:1][C:2]1[CH:3]=[C:4](B(O)O)[CH:5]=[C:6]([CH3:8])[CH:7]=1.C(=O)([O-])[O-].[Cs+].[Cs+].P(C(C)(C)C)(C(C)(C)C)C(C)(C)C.Br[C:32]1[C:40]([CH3:41])=[CH:39][CH:38]=[C:37]2[C:33]=1[CH:34]=[C:35]([CH3:42])[CH2:36]2. (3) Given the product [CH3:20][O:19][C:13]1[CH:12]=[C:11]2[C:16]([C:17](=[O:18])[N:8]([C:4]3[CH:5]=[CH:6][CH:7]=[C:2]([B:27]4[O:28][C:29]([CH3:31])([CH3:30])[C:25]([CH3:41])([CH3:24])[O:26]4)[C:3]=3[CH3:23])[C:9](=[O:22])[N:10]2[CH3:21])=[CH:15][CH:14]=1, predict the reactants needed to synthesize it. The reactants are: Br[C:2]1[C:3]([CH3:23])=[C:4]([N:8]2[C:17](=[O:18])[C:16]3[C:11](=[CH:12][C:13]([O:19][CH3:20])=[CH:14][CH:15]=3)[N:10]([CH3:21])[C:9]2=[O:22])[CH:5]=[CH:6][CH:7]=1.[CH3:24][C:25]1([CH3:41])[C:29]([CH3:31])([CH3:30])[O:28][B:27]([B:27]2[O:28][C:29]([CH3:31])([CH3:30])[C:25]([CH3:41])([CH3:24])[O:26]2)[O:26]1.C([O-])(=O)C.[K+]. (4) Given the product [C:17]([O:20][C:21]([NH:1][C:2]1[CH:15]=[CH:14][C:5]2[S:6][C:7]([C:9]([O:11][CH2:12][CH3:13])=[O:10])=[CH:8][C:4]=2[CH:3]=1)=[O:22])([CH3:19])([CH3:18])[CH3:16], predict the reactants needed to synthesize it. The reactants are: [NH2:1][C:2]1[CH:15]=[CH:14][C:5]2[S:6][C:7]([C:9]([O:11][CH2:12][CH3:13])=[O:10])=[CH:8][C:4]=2[CH:3]=1.[CH3:16][C:17]([O:20][C:21](O[C:21]([O:20][C:17]([CH3:19])([CH3:18])[CH3:16])=[O:22])=[O:22])([CH3:19])[CH3:18].